From a dataset of CYP2D6 inhibition data for predicting drug metabolism from PubChem BioAssay. Regression/Classification. Given a drug SMILES string, predict its absorption, distribution, metabolism, or excretion properties. Task type varies by dataset: regression for continuous measurements (e.g., permeability, clearance, half-life) or binary classification for categorical outcomes (e.g., BBB penetration, CYP inhibition). Dataset: cyp2d6_veith. The molecule is Cc1ccc(C2NC(c3ccc(C)cc3)C(C)C(=NO)C2C)cc1. The result is 1 (inhibitor).